Task: Predict the reactants needed to synthesize the given product.. Dataset: Full USPTO retrosynthesis dataset with 1.9M reactions from patents (1976-2016) (1) Given the product [O:36]([CH:29]1[C:30]2[C:35]3=[C:34]([C:24]4[CH2:23][CH2:22][NH:21][CH2:38][CH2:37][C:25]=4[N:26]3[CH2:27][CH2:28]1)[CH:33]=[CH:32][CH:31]=2)[C:39]1[CH:44]=[CH:43][CH:42]=[CH:41][CH:40]=1, predict the reactants needed to synthesize it. The reactants are: N(C(N(C)C)=O)=NC(N(C)C)=O.C([N:21]1[CH2:38][CH2:37][CH:25]2[N:26]3[C:35]4[C:30](=[CH:31][CH:32]=[CH:33][C:34]=4[CH:24]2[CH2:23][CH2:22]1)[CH:29]([OH:36])[CH2:28][CH2:27]3)(=O)C1C=CC=CC=1.[C:39]1(O)[CH:44]=[CH:43][CH:42]=[CH:41][CH:40]=1.C(P(CCCC)CCCC)CCC. (2) Given the product [C:25]([O:8][CH2:7][C@H:6]1[O:9][C@@H:1]([N:10]2[CH:17]=[CH:16][C:14](=[O:15])[NH:13][C:11]2=[O:12])[C@H:2]([OH:3])[C@@H:4]1[OH:5])(=[O:29])[C:26]([CH3:28])=[O:27], predict the reactants needed to synthesize it. The reactants are: [C@@H:1]1([N:10]2[CH:17]=[CH:16][C:14](=[O:15])[NH:13][C:11]2=[O:12])[O:9][C@H:6]([CH2:7][OH:8])[C@@H:4]([OH:5])[C@H:2]1[OH:3].C1(C)C=CC=CC=1.[C:25](Cl)(=[O:29])[C:26]([CH3:28])=[O:27].CO.C(Cl)Cl.